From a dataset of Full USPTO retrosynthesis dataset with 1.9M reactions from patents (1976-2016). Predict the reactants needed to synthesize the given product. (1) Given the product [CH2:1]([O:3][C:4]([C:6]1[N:7]([CH2:25][C:26]2[CH:31]=[CH:30][CH:29]=[C:28]([C:32]([F:33])([F:34])[F:35])[CH:27]=2)[C:8]2[C:13]([C:14]=1[I:15])=[CH:12][C:11]([C:16]1[CH:17]=[CH:18][C:19]([O:22][CH3:23])=[CH:20][CH:21]=1)=[CH:10][CH:9]=2)=[O:5])[CH3:2], predict the reactants needed to synthesize it. The reactants are: [CH2:1]([O:3][C:4]([C:6]1[NH:7][C:8]2[C:13]([C:14]=1[I:15])=[CH:12][C:11]([C:16]1[CH:21]=[CH:20][C:19]([O:22][CH3:23])=[CH:18][CH:17]=1)=[CH:10][CH:9]=2)=[O:5])[CH3:2].Br[CH2:25][C:26]1[CH:31]=[CH:30][CH:29]=[C:28]([C:32]([F:35])([F:34])[F:33])[CH:27]=1.[H-].[Na+]. (2) Given the product [CH2:1]([O:11][C:12]1[CH:13]=[C:14]([CH:17]=[C:18]([O:20][CH2:21][CH2:22][CH2:23][CH2:24][CH2:25][CH2:26][CH2:27][CH2:28][CH2:29][CH3:30])[CH:19]=1)[CH2:15][N:31]=[N+:32]=[N-:33])[CH2:2][CH2:3][CH2:4][CH2:5][CH2:6][CH2:7][CH2:8][CH2:9][CH3:10], predict the reactants needed to synthesize it. The reactants are: [CH2:1]([O:11][C:12]1[CH:13]=[C:14]([CH:17]=[C:18]([O:20][CH2:21][CH2:22][CH2:23][CH2:24][CH2:25][CH2:26][CH2:27][CH2:28][CH2:29][CH3:30])[CH:19]=1)[CH2:15]Cl)[CH2:2][CH2:3][CH2:4][CH2:5][CH2:6][CH2:7][CH2:8][CH2:9][CH3:10].[N-:31]=[N+:32]=[N-:33].[Na+]. (3) Given the product [OH:8][N:9]=[C:10]1[C:18]2[C:13](=[CH:14][C:15]([NH:19][C:20]3[C:28]4[C:23](=[CH:24][N:25]=[CH:26][CH:27]=4)[S:22][C:21]=3[C:29]([NH:31][CH3:32])=[O:30])=[CH:16][CH:17]=2)[CH2:12][CH2:11]1, predict the reactants needed to synthesize it. The reactants are: [Si]([O:8][N:9]=[C:10]1[C:18]2[C:13](=[CH:14][C:15]([NH:19][C:20]3[C:28]4[C:23](=[CH:24][N:25]=[CH:26][CH:27]=4)[S:22][C:21]=3[C:29]([NH:31][CH3:32])=[O:30])=[CH:16][CH:17]=2)[CH2:12][CH2:11]1)(C(C)(C)C)(C)C.CCCC[N+](CCCC)(CCCC)CCCC.[F-]. (4) Given the product [N:1]1([CH:7]2[CH:8]3[CH:12]2[CH2:11][N:10]([C:13]2[N:14]=[CH:15][C:16]([C:19]([OH:21])=[O:20])=[CH:17][N:18]=2)[CH2:9]3)[CH2:2][CH2:3][O:4][CH2:5][CH2:6]1, predict the reactants needed to synthesize it. The reactants are: [N:1]1([CH:7]2[CH:12]3[CH:8]2[CH2:9][N:10]([C:13]2[N:18]=[CH:17][C:16]([C:19]([O:21]CC)=[O:20])=[CH:15][N:14]=2)[CH2:11]3)[CH2:6][CH2:5][O:4][CH2:3][CH2:2]1.[OH-].[Na+].Cl. (5) Given the product [CH3:18][O:19][C:20]1[CH:31]=[CH:30][C:29]([O:32][CH3:33])=[CH:28][C:21]=1[C:22]([C:2]1[CH:10]=[CH:9][C:8]([O:11][CH3:12])=[CH:7][C:3]=1[C:4]([OH:6])=[O:5])=[O:23], predict the reactants needed to synthesize it. The reactants are: Br[C:2]1[CH:10]=[CH:9][C:8]([O:11][CH3:12])=[CH:7][C:3]=1[C:4]([OH:6])=[O:5].C([Li])CCC.[CH3:18][O:19][C:20]1[CH:31]=[CH:30][C:29]([O:32][CH3:33])=[CH:28][C:21]=1[C:22](N(OC)C)=[O:23]. (6) Given the product [OH:15][CH2:14][C@H:8]1[O:7][C@@H:6]([N:19]2[CH:27]=[N:26][C:25]3[C:20]2=[N:21][C:22]([I:31])=[N:23][C:24]=3[NH:28][O:29][CH3:30])[C@H:5]([OH:4])[C@@H:9]1[OH:10], predict the reactants needed to synthesize it. The reactants are: C([O:4][C@@H:5]1[C@H:9]([O:10]C(=O)C)[C@@H:8]([CH2:14][O:15]C(=O)C)[O:7][C@H:6]1[N:19]1[CH:27]=[N:26][C:25]2[C:20]1=[N:21][C:22]([I:31])=[N:23][C:24]=2[NH:28][O:29][CH3:30])(=O)C. (7) Given the product [CH:1]1([C@@:7]([C:27]([O:29][CH3:30])=[O:28])([CH3:26])[NH:8][C:9]([O:11][CH2:12][CH:13]2[C:14]3[CH:15]=[CH:16][CH:17]=[CH:18][C:19]=3[C:20]3[C:25]2=[CH:24][CH:23]=[CH:22][CH:21]=3)=[O:10])[CH2:6][CH2:5][CH2:4][CH2:3][CH2:2]1, predict the reactants needed to synthesize it. The reactants are: [CH:1]1([C@@:7]([C:27]([OH:29])=[O:28])([CH3:26])[NH:8][C:9]([O:11][CH2:12][CH:13]2[C:25]3[CH:24]=[CH:23][CH:22]=[CH:21][C:20]=3[C:19]3[C:14]2=[CH:15][CH:16]=[CH:17][CH:18]=3)=[O:10])[CH2:6][CH2:5][CH2:4][CH2:3][CH2:2]1.[CH3:30][Si](C=[N+]=[N-])(C)C. (8) Given the product [NH2:14][C@@H:15]1[CH2:19][CH2:18][N:17]([C:20]2[N:28]=[C:27]3[C:23]([N:24]=[CH:25][N:26]3[C@@H:29]3[CH2:33][C@H:32]([NH:34][C:35](=[O:38])[CH2:36][CH3:37])[C@@H:31]([OH:39])[C@H:30]3[OH:40])=[C:22]([NH:41][CH2:42][CH:43]([C:44]3[CH:49]=[CH:48][C:47]([OH:50])=[CH:46][CH:45]=3)[C:51]3[CH:56]=[CH:55][C:54]([OH:57])=[CH:53][CH:52]=3)[N:21]=2)[CH2:16]1, predict the reactants needed to synthesize it. The reactants are: FC(F)(F)C(O)=O.C(OC(=O)[NH:14][C@@H:15]1[CH2:19][CH2:18][N:17]([C:20]2[N:28]=[C:27]3[C:23]([N:24]=[CH:25][N:26]3[C@@H:29]3[CH2:33][C@H:32]([NH:34][C:35](=[O:38])[CH2:36][CH3:37])[C@@H:31]([OH:39])[C@H:30]3[OH:40])=[C:22]([NH:41][CH2:42][CH:43]([C:51]3[CH:56]=[CH:55][C:54]([OH:57])=[CH:53][CH:52]=3)[C:44]3[CH:49]=[CH:48][C:47]([OH:50])=[CH:46][CH:45]=3)[N:21]=2)[CH2:16]1)(C)(C)C. (9) Given the product [Cl:33][C:30]1[CH:29]=[CH:28][C:27]([CH:8]([C:5]2[CH:6]=[CH:7][C:2]([Cl:1])=[CH:3][CH:4]=2)[C:9]2[CH:10]=[C:11]3[C:16](=[CH:17][CH:18]=2)[NH:15][C:14](=[O:19])[CH:13]=[C:12]3[NH:20][CH:21]2[CH2:22][CH2:23][N:24]([S:35]([C:38]3[CH:39]=[CH:40][C:41]([C:42]([OH:44])=[O:43])=[CH:45][CH:46]=3)(=[O:37])=[O:36])[CH2:25][CH2:26]2)=[CH:32][CH:31]=1, predict the reactants needed to synthesize it. The reactants are: [Cl:1][C:2]1[CH:7]=[CH:6][C:5]([CH:8]([C:27]2[CH:32]=[CH:31][C:30]([Cl:33])=[CH:29][CH:28]=2)[C:9]2[CH:10]=[C:11]3[C:16](=[CH:17][CH:18]=2)[NH:15][C:14](=[O:19])[CH:13]=[C:12]3[NH:20][CH:21]2[CH2:26][CH2:25][NH:24][CH2:23][CH2:22]2)=[CH:4][CH:3]=1.Cl[S:35]([C:38]1[CH:46]=[CH:45][C:41]([C:42]([OH:44])=[O:43])=[CH:40][CH:39]=1)(=[O:37])=[O:36].C(N(CC)CC)C.ClCCl.